This data is from Forward reaction prediction with 1.9M reactions from USPTO patents (1976-2016). The task is: Predict the product of the given reaction. (1) Given the reactants [F:1][C:2]1[CH:3]=[C:4]([C:9](=O)[CH2:10][CH2:11][C:12]([CH3:18])([CH3:17])[C:13]([O:15][CH3:16])=[O:14])[CH:5]=[C:6]([F:8])[CH:7]=1.CON(C)C(=O)CCC(C)(C)C(OC)=O.[CH3:35][C:36]([S@@:39]([NH2:41])=[O:40])([CH3:38])[CH3:37], predict the reaction product. The product is: [C:36]([S:39](/[N:41]=[C:9](/[C:4]1[CH:3]=[C:2]([F:1])[CH:7]=[C:6]([F:8])[CH:5]=1)\[CH2:10][CH2:11][C:12]([CH3:18])([CH3:17])[C:13]([O:15][CH3:16])=[O:14])=[O:40])([CH3:38])([CH3:37])[CH3:35]. (2) Given the reactants [OH:1][CH2:2][C:3]1([CH2:7][O:8][C@H:9]2[CH2:14][CH2:13][C@H:12]([N:15]3[C:20](=[O:21])[C:19]([CH2:22][C:23]4[CH:28]=[CH:27][C:26]([C:29]5[C:30]([C:35]#[N:36])=[CH:31][CH:32]=[CH:33][CH:34]=5)=[CH:25][CH:24]=4)=[C:18]([CH2:37][CH2:38][CH3:39])[N:17]4[N:40]=[CH:41][N:42]=[C:16]34)[CH2:11][CH2:10]2)[CH2:6][CH2:5][CH2:4]1.C(N(CC)CC)C.Cl, predict the reaction product. The product is: [CH:2]([C:3]1([CH2:7][O:8][C@H:9]2[CH2:14][CH2:13][C@H:12]([N:15]3[C:20](=[O:21])[C:19]([CH2:22][C:23]4[CH:24]=[CH:25][C:26]([C:29]5[C:30]([C:35]#[N:36])=[CH:31][CH:32]=[CH:33][CH:34]=5)=[CH:27][CH:28]=4)=[C:18]([CH2:37][CH2:38][CH3:39])[N:17]4[N:40]=[CH:41][N:42]=[C:16]34)[CH2:11][CH2:10]2)[CH2:6][CH2:5][CH2:4]1)=[O:1]. (3) Given the reactants [Cl:1][C:2]1[C:3](=[O:9])[NH:4][N:5]=[CH:6][C:7]=1[Cl:8].CCN(CC)CC.[CH2:17](Cl)[O:18][CH3:19], predict the reaction product. The product is: [Cl:1][C:2]1[C:3](=[O:9])[N:4]([CH2:17][O:18][CH3:19])[N:5]=[CH:6][C:7]=1[Cl:8].